From a dataset of Full USPTO retrosynthesis dataset with 1.9M reactions from patents (1976-2016). Predict the reactants needed to synthesize the given product. (1) Given the product [O:22]1[CH:23]=[CH:24][CH:25]=[C:21]1[C:8]1[N:9]=[C:10]([NH:12][CH3:13])[S:11][C:7]=1[C:5]([CH2:4][O:3][CH2:1][CH3:2])=[O:6], predict the reactants needed to synthesize it. The reactants are: [CH2:1]([O:3][CH2:4][C:5]([C:7]1[S:11][C:10]([N:12](C)[C:13](=O)OC(C)(C)C)=[N:9][C:8]=1[C:21]1[O:22][CH:23]=[CH:24][CH:25]=1)=[O:6])[CH3:2]. (2) Given the product [C:16]([C:12]1[CH:11]=[CH:10][C:9](=[O:15])[N:8]([CH2:1][C:2]2[CH:7]=[CH:6][CH:5]=[CH:4][CH:3]=2)[CH:13]=1)(=[O:18])[CH3:17], predict the reactants needed to synthesize it. The reactants are: [CH2:1]([N:8]1[CH:13]=[C:12](I)[CH:11]=[CH:10][C:9]1=[O:15])[C:2]1[CH:7]=[CH:6][CH:5]=[CH:4][CH:3]=1.[CH:16]([O:18]CCCC)=[CH2:17].C(=O)([O-])[O-].[K+].[K+].C1(P(C2C=CC=CC=2)CCCP(C2C=CC=CC=2)C2C=CC=CC=2)C=CC=CC=1.Cl. (3) Given the product [ClH:35].[NH2:1][C:2]1[N:3]=[C:4]([NH:17][CH:18]2[CH2:19][CH2:20][N:21]([S:24]([C:27]3[CH:32]=[N:31][C:30]([CH2:33][CH2:34][N:37]([CH3:38])[CH3:36])=[N:29][CH:28]=3)(=[O:25])=[O:26])[CH2:22][CH2:23]2)[S:5][C:6]=1[C:7]([C:9]1[C:10]([F:16])=[CH:11][CH:12]=[CH:13][C:14]=1[F:15])=[O:8], predict the reactants needed to synthesize it. The reactants are: [NH2:1][C:2]1[N:3]=[C:4]([NH:17][CH:18]2[CH2:23][CH2:22][N:21]([S:24]([C:27]3[CH:28]=[N:29][C:30]([CH:33]=[CH2:34])=[N:31][CH:32]=3)(=[O:26])=[O:25])[CH2:20][CH2:19]2)[S:5][C:6]=1[C:7]([C:9]1[C:14]([F:15])=[CH:13][CH:12]=[CH:11][C:10]=1[F:16])=[O:8].[ClH:35].[CH3:36][NH:37][CH3:38]. (4) Given the product [CH3:1][O:2][C:3]1[CH:4]=[C:5]2[C:10](=[CH:11][CH:12]=1)[CH:9]([C:16]([O:17][CH2:18][CH3:19])=[O:20])[C:8](=[O:13])[CH2:7][CH2:6]2, predict the reactants needed to synthesize it. The reactants are: [CH3:1][O:2][C:3]1[CH:4]=[C:5]2[C:10](=[CH:11][CH:12]=1)[CH2:9][C:8](=[O:13])[CH2:7][CH2:6]2.[H-].[Na+].[C:16](=O)([O:20]CC)[O:17][CH2:18][CH3:19]. (5) Given the product [CH3:48][O:47][C:44]1[CH:43]=[CH:42][C:41]([CH2:40][N:14]2[C:15]3=[N:16][CH:17]=[C:18]([C:34]4[CH:39]=[CH:38][CH:37]=[CH:36][CH:35]=4)[C:19]([N:21]4[CH2:22][CH2:23][N:24]([C:27]([O:29][C:30]([CH3:33])([CH3:32])[CH3:31])=[O:28])[CH2:25][CH2:26]4)=[C:20]3[C:12]([NH:11][CH:59]3[CH2:58][C:57](=[O:62])[N:56]([CH2:55][C:54]4[CH:53]=[CH:52][C:51]([O:50][CH3:49])=[CH:64][CH:63]=4)[CH2:60]3)=[N:13]2)=[CH:46][CH:45]=1, predict the reactants needed to synthesize it. The reactants are: [B][B][B][B][B][B][B][B][B][B].[NH2:11][C:12]1[C:20]2[C:15](=[N:16][CH:17]=[C:18]([C:34]3[CH:39]=[CH:38][CH:37]=[CH:36][CH:35]=3)[C:19]=2[N:21]2[CH2:26][CH2:25][N:24]([C:27]([O:29][C:30]([CH3:33])([CH3:32])[CH3:31])=[O:28])[CH2:23][CH2:22]2)[N:14]([CH2:40][C:41]2[CH:46]=[CH:45][C:44]([O:47][CH3:48])=[CH:43][CH:42]=2)[N:13]=1.[CH3:49][O:50][C:51]1[CH:64]=[CH:63][C:54]([CH2:55][N:56]2[CH2:60][C:59](=O)[CH2:58][C:57]2=[O:62])=[CH:53][CH:52]=1.